Dataset: Full USPTO retrosynthesis dataset with 1.9M reactions from patents (1976-2016). Task: Predict the reactants needed to synthesize the given product. Given the product [Cl:8][C:9]1[C:10]([CH:17]([CH3:19])[CH3:18])=[CH:11][C:12]2[N:13]([C:21]([NH2:20])=[N:16][N:15]=2)[N:14]=1, predict the reactants needed to synthesize it. The reactants are: FC(F)(F)C(O)=O.[Cl:8][C:9]1[N:14]=[N:13][C:12]([NH:15][NH2:16])=[CH:11][C:10]=1[CH:17]([CH3:19])[CH3:18].[N:20]#[C:21]Br.C(=O)([O-])[O-].[K+].[K+].